This data is from Forward reaction prediction with 1.9M reactions from USPTO patents (1976-2016). The task is: Predict the product of the given reaction. Given the reactants C[O:2][C:3](=[O:34])[CH2:4][C:5]1[C:14]([CH3:15])=[C:13]([CH:16]2[CH2:21][CH2:20][N:19]([S:22]([CH2:25][C:26]3[CH:31]=[CH:30][CH:29]=[CH:28][C:27]=3[NH2:32])(=[O:24])=[O:23])[CH2:18][CH2:17]2)[C:12]2[C:7](=[CH:8][CH:9]=[C:10]([F:33])[CH:11]=2)[CH:6]=1.O.[OH-].[Li+], predict the reaction product. The product is: [NH2:32][C:27]1[CH:28]=[CH:29][CH:30]=[CH:31][C:26]=1[CH2:25][S:22]([N:19]1[CH2:20][CH2:21][CH:16]([C:13]2[C:12]3[C:7](=[CH:8][CH:9]=[C:10]([F:33])[CH:11]=3)[CH:6]=[C:5]([CH2:4][C:3]([OH:34])=[O:2])[C:14]=2[CH3:15])[CH2:17][CH2:18]1)(=[O:24])=[O:23].